Dataset: Catalyst prediction with 721,799 reactions and 888 catalyst types from USPTO. Task: Predict which catalyst facilitates the given reaction. (1) Reactant: [NH2:1][CH2:2][CH:3]([CH2:10][CH2:11][CH3:12])[CH2:4][C:5]([O:7]CC)=O.[OH:13][CH2:14][C:15](=[CH2:21])[C:16]([O:18][CH2:19][CH3:20])=[O:17].CCN(CC)CC. Product: [OH:13][CH2:14][CH:15]([CH2:21][N:1]1[CH2:2][CH:3]([CH2:10][CH2:11][CH3:12])[CH2:4][C:5]1=[O:7])[C:16]([O:18][CH2:19][CH3:20])=[O:17]. The catalyst class is: 301. (2) Reactant: [NH2:1][C:2]1[C:3]([C:24](N(OC)C)=[O:25])=[N:4][C:5]([C:14]2[CH:19]=[CH:18][C:17](=[O:20])[N:16]([CH:21]([CH3:23])[CH3:22])[CH:15]=2)=[C:6]([C:8]2[CH:13]=[CH:12][CH:11]=[CH:10][CH:9]=2)[N:7]=1.[CH3:30][Mg]Cl.[Cl-].[NH4+]. Product: [C:24]([C:3]1[N:4]=[C:5]([C:14]2[CH:19]=[CH:18][C:17](=[O:20])[N:16]([CH:21]([CH3:23])[CH3:22])[CH:15]=2)[C:6]([C:8]2[CH:13]=[CH:12][CH:11]=[CH:10][CH:9]=2)=[N:7][C:2]=1[NH2:1])(=[O:25])[CH3:30]. The catalyst class is: 1. (3) Product: [Br:1][C:2]1[CH:3]=[CH:4][C:5]([O:6][CH2:7][C:8]([CH3:13])([CH3:14])[C:9]([OH:11])=[O:10])=[CH:15][CH:16]=1. The catalyst class is: 7. Reactant: [Br:1][C:2]1[CH:16]=[CH:15][C:5]([O:6][CH2:7][C:8]([CH3:14])([CH3:13])[C:9]([O:11]C)=[O:10])=[CH:4][CH:3]=1.[OH-].[Na+].CO. (4) Reactant: [Na].Cl.[NH2:3][C:4]([NH2:6])=[NH:5].[CH2:7]([N:14]1[CH2:20][CH2:19][CH:18](Cl)[CH:17]([CH:22]=O)[CH2:16][CH2:15]1)[C:8]1[CH:13]=[CH:12][CH:11]=[CH:10][CH:9]=1. Product: [CH2:7]([N:14]1[CH2:15][CH2:16][C:17]2[CH:22]=[N:5][C:4]([NH2:6])=[N:3][C:18]=2[CH2:19][CH2:20]1)[C:8]1[CH:13]=[CH:12][CH:11]=[CH:10][CH:9]=1. The catalyst class is: 8. (5) Reactant: [NH2:1][C:2](=[O:29])[C@@H:3]([NH:12][C:13]([C:15]1([NH:21][C:22](=[O:28])[O:23][C:24]([CH3:27])([CH3:26])[CH3:25])[CH2:20][CH2:19][O:18][CH2:17][CH2:16]1)=[O:14])[CH2:4][C:5]1[CH:10]=[CH:9][C:8](I)=[CH:7][CH:6]=1.[CH3:30][O:31][CH2:32][CH2:33][N:34]1[C:38]2[CH:39]=[C:40](B3OC(C)(C)C(C)(C)O3)[CH:41]=[CH:42][C:37]=2[S:36][C:35]1=[O:52].C(=O)([O-])[O-].[Na+].[Na+]. The catalyst class is: 10. Product: [NH2:1][C:2](=[O:29])[C@@H:3]([NH:12][C:13]([C:15]1([NH:21][C:22](=[O:28])[O:23][C:24]([CH3:27])([CH3:26])[CH3:25])[CH2:20][CH2:19][O:18][CH2:17][CH2:16]1)=[O:14])[CH2:4][C:5]1[CH:10]=[CH:9][C:8]([C:40]2[CH:41]=[CH:42][C:37]3[S:36][C:35](=[O:52])[N:34]([CH2:33][CH2:32][O:31][CH3:30])[C:38]=3[CH:39]=2)=[CH:7][CH:6]=1. (6) Reactant: Cl.[NH:2]1[C:7]2[N:8]=[CH:9][CH:10]=[CH:11][C:6]=2[C:5]2([CH2:16][CH2:15][NH:14][CH2:13][CH2:12]2)[O:4][C:3]1=[O:17].[Cl:18][C:19]1[C:24]2[NH:25][C:26]([CH3:28])=[N:27][C:23]=2[CH:22]=[C:21]([O:29][C:30]2[CH:35]=[C:34](Cl)[N:33]=[CH:32][N:31]=2)[CH:20]=1.CCN(C(C)C)C(C)C. Product: [Cl:18][C:19]1[C:24]2[NH:25][C:26]([CH3:28])=[N:27][C:23]=2[CH:22]=[C:21]([O:29][C:30]2[N:31]=[CH:32][N:33]=[C:34]([N:14]3[CH2:13][CH2:12][C:5]4([O:4][C:3](=[O:17])[NH:2][C:7]5[N:8]=[CH:9][CH:10]=[CH:11][C:6]4=5)[CH2:16][CH2:15]3)[CH:35]=2)[CH:20]=1. The catalyst class is: 3. (7) Reactant: [Br:1][C:2]1[C:3]([C:8](N(OC)C)=[O:9])=[N:4][CH:5]=[N:6][CH:7]=1.CC(C[AlH]CC(C)C)C. Product: [Br:1][C:2]1[C:3]([CH:8]=[O:9])=[N:4][CH:5]=[N:6][CH:7]=1. The catalyst class is: 1.